From a dataset of Reaction yield outcomes from USPTO patents with 853,638 reactions. Predict the reaction yield, written as a fraction of the theoretical maximum amount of product (1.0 means a 100% yield; for example, 0.34 means a 34% yield). (1) The reactants are [CH3:1][CH:2]([N:4]1[C:12](/[CH:13]=[CH:14]/[C@H:15]([OH:24])[CH2:16][C@H:17]([OH:23])[CH2:18][C:19]([O:21]C)=[O:20])=[C:11]([C:25]2[CH:30]=[CH:29][C:28]([F:31])=[CH:27][CH:26]=2)[C:10]2[C:5]1=[CH:6][CH:7]=[CH:8][CH:9]=2)[CH3:3].C(#N)C.[OH-].[Na+:36]. The catalyst is CO. The product is [CH3:3][CH:2]([N:4]1[C:12](/[CH:13]=[CH:14]/[CH:15]([OH:24])[CH2:16][CH:17]([OH:23])[CH2:18][C:19]([O-:21])=[O:20])=[C:11]([C:25]2[CH:26]=[CH:27][C:28]([F:31])=[CH:29][CH:30]=2)[C:10]2[CH:9]=[CH:8][CH:7]=[CH:6][C:5]1=2)[CH3:1].[Na+:36]. The yield is 0.811. (2) The yield is 0.620. The reactants are [CH2:1]([O:3][C:4](=[O:28])[CH2:5][CH2:6][C:7]1[CH:12]=[CH:11][C:10]([C:13]2[CH:18]=[CH:17][C:16]([C:19]([OH:21])=O)=[CH:15][CH:14]=2)=[C:9]([O:22][CH2:23][CH2:24][CH2:25][O:26][CH3:27])[CH:8]=1)[CH3:2].CCN=C=NCCCN(C)C.Cl.C1C=CC2N(O)N=NC=2C=1.C(N(C(C)C)CC)(C)C.[CH3:60][N:61]1[CH2:66][CH2:65][NH:64][CH2:63][CH2:62]1. The catalyst is ClCCl. The product is [CH3:27][O:26][CH2:25][CH2:24][CH2:23][O:22][C:9]1[CH:8]=[C:7]([CH2:6][CH2:5][C:4]([O:3][CH2:1][CH3:2])=[O:28])[CH:12]=[CH:11][C:10]=1[C:13]1[CH:18]=[CH:17][C:16]([C:19]([N:64]2[CH2:65][CH2:66][N:61]([CH3:60])[CH2:62][CH2:63]2)=[O:21])=[CH:15][CH:14]=1.